This data is from NCI-60 drug combinations with 297,098 pairs across 59 cell lines. The task is: Regression. Given two drug SMILES strings and cell line genomic features, predict the synergy score measuring deviation from expected non-interaction effect. Drug 1: CS(=O)(=O)OCCCCOS(=O)(=O)C. Drug 2: CC1C(C(CC(O1)OC2CC(CC3=C2C(=C4C(=C3O)C(=O)C5=C(C4=O)C(=CC=C5)OC)O)(C(=O)CO)O)N)O.Cl. Cell line: M14. Synergy scores: CSS=38.4, Synergy_ZIP=-1.97, Synergy_Bliss=-2.95, Synergy_Loewe=-31.4, Synergy_HSA=-2.90.